This data is from Full USPTO retrosynthesis dataset with 1.9M reactions from patents (1976-2016). The task is: Predict the reactants needed to synthesize the given product. (1) Given the product [CH3:1][C:2]1[N:3]([C:8]2[CH:17]=[C:12]([CH2:13][OH:14])[CH:11]=[C:10]([CH2:18][OH:19])[CH:9]=2)[C:4]([CH3:7])=[CH:5][CH:6]=1, predict the reactants needed to synthesize it. The reactants are: [CH3:1][C:2]1[N:3]([C:8]2[CH:9]=[C:10]([C:18](OC)=[O:19])[CH:11]=[C:12]([CH:17]=2)[C:13](OC)=[O:14])[C:4]([CH3:7])=[CH:5][CH:6]=1.CC(C[Al]CC(C)C)C. (2) Given the product [NH2:7][C:8]1[S:9][C:10]2[CH:37]=[CH:36][CH:35]=[CH:34][C:11]=2[C:12]=1[C:13]([N:15]1[CH2:16][CH2:17][CH:18]([N:21]2[CH2:33][C:25]3([C:29](=[O:30])[O:28][C:27]([CH3:32])([CH3:31])[CH2:26]3)[O:24][CH2:23][CH2:22]2)[CH2:19][CH2:20]1)=[O:14], predict the reactants needed to synthesize it. The reactants are: C(OC(=O)[NH:7][C:8]1[S:9][C:10]2[CH:37]=[CH:36][CH:35]=[CH:34][C:11]=2[C:12]=1[C:13]([N:15]1[CH2:20][CH2:19][CH:18]([N:21]2[CH2:33][C:25]3([C:29](=[O:30])[O:28][C:27]([CH3:32])([CH3:31])[CH2:26]3)[O:24][CH2:23][CH2:22]2)[CH2:17][CH2:16]1)=[O:14])(C)(C)C.C(=O)([O-])O.[Na+]. (3) Given the product [CH:17]1([CH:13]([N:11]2[CH:12]=[C:8]([C:6]3[N:5]4[CH:20]=[CH:21][N:22]=[C:4]4[CH:3]=[C:2]([C:28]4[S:32][CH:31]=[N:30][CH:29]=4)[N:7]=3)[CH:9]=[N:10]2)[CH2:14][C:15]#[N:16])[CH2:19][CH2:18]1, predict the reactants needed to synthesize it. The reactants are: Cl[C:2]1[N:7]=[C:6]([C:8]2[CH:9]=[N:10][N:11]([CH:13]([CH:17]3[CH2:19][CH2:18]3)[CH2:14][C:15]#[N:16])[CH:12]=2)[N:5]2[CH:20]=[CH:21][N:22]=[C:4]2[CH:3]=1.C([Sn](CCCC)(CCCC)[C:28]1[S:32][CH:31]=[N:30][CH:29]=1)CCC.C1(P(C2CCCCC2)C2C=CC=CC=2C2C(C(C)C)=CC(C(C)C)=CC=2C(C)C)CCCCC1. (4) Given the product [C:1]([O:5][C:6]([N:8]1[CH2:9][CH2:10][C:11]2([O:15][CH2:14][CH2:13][O:12]2)[CH2:16][CH:17]1[CH:34]=[O:35])=[O:7])([CH3:4])([CH3:2])[CH3:3], predict the reactants needed to synthesize it. The reactants are: [C:1]([O:5][C:6]([N:8]1[CH2:17][CH2:16][C:11]2([O:15][CH2:14][CH2:13][O:12]2)[CH2:10][CH2:9]1)=[O:7])([CH3:4])([CH3:3])[CH3:2].CN(CCN(C)C)C.C([Li])(CC)C.CN([CH:34]=[O:35])C.